From a dataset of Full USPTO retrosynthesis dataset with 1.9M reactions from patents (1976-2016). Predict the reactants needed to synthesize the given product. Given the product [CH3:18][S:15]([N:10]1[CH2:9][CH2:8][C:7]2[C:12](=[CH:13][CH:14]=[C:5]([C:3]3[N:4]=[C:33]([CH2:32][CH:29]4[CH2:28][CH2:27][N:26]([C:19]([O:21][C:22]([CH3:23])([CH3:25])[CH3:24])=[O:20])[CH2:31][CH2:30]4)[O:1][N:2]=3)[CH:6]=2)[CH2:11]1)(=[O:17])=[O:16], predict the reactants needed to synthesize it. The reactants are: [OH:1][N:2]=[C:3]([C:5]1[CH:6]=[C:7]2[C:12](=[CH:13][CH:14]=1)[CH2:11][N:10]([S:15]([CH3:18])(=[O:17])=[O:16])[CH2:9][CH2:8]2)[NH2:4].[C:19]([N:26]1[CH2:31][CH2:30][CH:29]([CH2:32][C:33](O)=O)[CH2:28][CH2:27]1)([O:21][C:22]([CH3:25])([CH3:24])[CH3:23])=[O:20].